Dataset: Peptide-MHC class I binding affinity with 185,985 pairs from IEDB/IMGT. Task: Regression. Given a peptide amino acid sequence and an MHC pseudo amino acid sequence, predict their binding affinity value. This is MHC class I binding data. (1) The peptide sequence is AAKYVEHDPR. The MHC is HLA-A33:01 with pseudo-sequence HLA-A33:01. The binding affinity (normalized) is 0.325. (2) The peptide sequence is RTYSLLNRK. The MHC is HLA-A02:03 with pseudo-sequence HLA-A02:03. The binding affinity (normalized) is 0.0847. (3) The peptide sequence is TVAPPAPVY. The MHC is HLA-B39:01 with pseudo-sequence HLA-B39:01. The binding affinity (normalized) is 0.0847. (4) The peptide sequence is HMMAVTLFY. The MHC is BoLA-T2a with pseudo-sequence BoLA-T2a. The binding affinity (normalized) is 0.0762.